Dataset: Full USPTO retrosynthesis dataset with 1.9M reactions from patents (1976-2016). Task: Predict the reactants needed to synthesize the given product. (1) Given the product [C:23]([O:12][C:11](=[O:13])[C:10]([NH:15][C:16]([O:18][C:19]([CH3:22])([CH3:21])[CH3:20])=[O:17])([CH3:14])[CH2:9][O:8][CH2:1][C:2]1[CH:3]=[CH:4][CH:5]=[CH:6][CH:7]=1)([CH3:26])([CH3:25])[CH3:24], predict the reactants needed to synthesize it. The reactants are: [CH2:1]([O:8][CH2:9][C:10]([NH:15][C:16]([O:18][C:19]([CH3:22])([CH3:21])[CH3:20])=[O:17])([CH3:14])[C:11]([OH:13])=[O:12])[C:2]1[CH:7]=[CH:6][CH:5]=[CH:4][CH:3]=1.[C:23](OC(=N)C(Cl)(Cl)Cl)([CH3:26])([CH3:25])[CH3:24]. (2) The reactants are: [Br:1][C:2]1[CH:3]=[C:4]2[C:9](=[CH:10][CH:11]=1)[N:8]=[CH:7][C:6]([C:12]#[N:13])=[C:5]2/[CH:14]=[CH:15]/[N:16](C)C. Given the product [Br:1][C:2]1[CH:11]=[CH:10][C:9]2[N:8]=[CH:7][C:6]3[C:5]([C:4]=2[CH:3]=1)=[CH:14][CH:15]=[N:16][C:12]=3[NH2:13], predict the reactants needed to synthesize it.